From a dataset of Forward reaction prediction with 1.9M reactions from USPTO patents (1976-2016). Predict the product of the given reaction. Given the reactants C[O:2][C:3]([C:5]1[CH:10]=[CH:9][CH:8]=[C:7]([C:11]2[CH2:12][N:13]([C:16]([O:18][C:19]([CH3:22])([CH3:21])[CH3:20])=[O:17])[CH2:14][CH:15]=2)[N:6]=1)=[O:4].O[Li].O, predict the reaction product. The product is: [C:19]([O:18][C:16]([N:13]1[CH2:14][CH:15]=[C:11]([C:7]2[N:6]=[C:5]([C:3]([OH:4])=[O:2])[CH:10]=[CH:9][CH:8]=2)[CH2:12]1)=[O:17])([CH3:22])([CH3:20])[CH3:21].